This data is from Catalyst prediction with 721,799 reactions and 888 catalyst types from USPTO. The task is: Predict which catalyst facilitates the given reaction. (1) Reactant: C([Li])(CC)C.[F:6][C:7]1[C:12]([F:13])=[CH:11][CH:10]=[CH:9][C:8]=1[Si:14]([CH3:17])([CH3:16])[CH3:15].C(O[B:22]1[O:26][C:25]([CH3:28])([CH3:27])[C:24]([CH3:30])([CH3:29])[O:23]1)(C)C. Product: [F:6][C:7]1[C:12]([F:13])=[C:11]([B:22]2[O:26][C:25]([CH3:28])([CH3:27])[C:24]([CH3:30])([CH3:29])[O:23]2)[CH:10]=[CH:9][C:8]=1[Si:14]([CH3:17])([CH3:16])[CH3:15]. The catalyst class is: 1. (2) Reactant: [OH:1][C:2]1[CH:11]=[C:10]2[C:5]([C:6](=[O:18])[C:7]([C:12]3[CH:17]=[CH:16][CH:15]=[CH:14][CH:13]=3)=[CH:8][O:9]2)=[CH:4][CH:3]=1.[C:19](OC(=O)C)(=[O:21])[CH3:20]. Product: [C:19]([O:1][C:2]1[CH:11]=[C:10]2[C:5]([C:6](=[O:18])[C:7]([C:12]3[CH:17]=[CH:16][CH:15]=[CH:14][CH:13]=3)=[CH:8][O:9]2)=[CH:4][CH:3]=1)(=[O:21])[CH3:20]. The catalyst class is: 17.